This data is from Catalyst prediction with 721,799 reactions and 888 catalyst types from USPTO. The task is: Predict which catalyst facilitates the given reaction. (1) Reactant: [Br:1][CH2:2][CH2:3][CH2:4][N:5]=[C:6]=[S:7].[N:8]12[CH2:15][CH2:14][CH:11]([CH2:12][CH2:13]1)[CH2:10][CH2:9]2. Product: [Br-:1].[N:5]([CH2:4][CH2:3][CH2:2][N+:8]12[CH2:15][CH2:14][CH:11]([CH2:12][CH2:13]1)[CH2:10][CH2:9]2)=[C:6]=[S:7]. The catalyst class is: 10. (2) Reactant: [OH:1][C:2]1[CH:9]=[CH:8][C:5]([C:6]#[N:7])=[CH:4][C:3]=1[N+:10]([O-:12])=[O:11].[CH2:13]([OH:15])[CH3:14].[ClH:16]. Product: [ClH:16].[OH:1][C:2]1[CH:9]=[CH:8][C:5]([C:6](=[NH:7])[O:15][CH2:13][CH3:14])=[CH:4][C:3]=1[N+:10]([O-:12])=[O:11]. The catalyst class is: 12. (3) Reactant: I[CH2:2][CH2:3][C:4]1[CH:13]=[CH:12][C:7]([C:8]([O:10][CH3:11])=[O:9])=[CH:6][CH:5]=1.C(=O)([O-])[O-].[Na+].[Na+].[F:20][C:21]1[CH:22]=[CH:23][C:24]([O:45][CH2:46][C:47]2[CH:52]=[CH:51][C:50]([CH2:53][CH2:54][C:55]3[CH:60]=[CH:59][C:58]([F:61])=[CH:57][CH:56]=3)=[CH:49][CH:48]=2)=[C:25]([CH2:27][CH2:28][NH:29][CH:30]2[CH2:39][CH2:38][CH2:37][C:36]3[N:35]=[C:34]([C:40]([O:42][CH2:43][CH3:44])=[O:41])[CH:33]=[CH:32][C:31]2=3)[CH:26]=1. Product: [F:20][C:21]1[CH:22]=[CH:23][C:24]([O:45][CH2:46][C:47]2[CH:52]=[CH:51][C:50]([CH2:53][CH2:54][C:55]3[CH:56]=[CH:57][C:58]([F:61])=[CH:59][CH:60]=3)=[CH:49][CH:48]=2)=[C:25]([CH2:27][CH2:28][N:29]([CH2:2][CH2:3][C:4]2[CH:13]=[CH:12][C:7]([C:8]([O:10][CH3:11])=[O:9])=[CH:6][CH:5]=2)[CH:30]2[CH2:39][CH2:38][CH2:37][C:36]3[N:35]=[C:34]([C:40]([O:42][CH2:43][CH3:44])=[O:41])[CH:33]=[CH:32][C:31]2=3)[CH:26]=1. The catalyst class is: 10. (4) Product: [Cl:1][C:2]1[C:11]2[C:6](=[CH:7][C:8]([S:12]([NH:33][C:30]3[CH:31]=[CH:32][N:27]=[CH:28][N:29]=3)(=[O:14])=[O:15])=[CH:9][CH:10]=2)[CH:5]=[CH:4][N:3]=1. Reactant: [Cl:1][C:2]1[C:11]2[C:6](=[CH:7][C:8]([S:12]([O:15]C3C(F)=C(F)C(F)=C(F)C=3F)(=[O:14])=O)=[CH:9][CH:10]=2)[CH:5]=[CH:4][N:3]=1.[N:27]1[CH:32]=[CH:31][C:30]([NH2:33])=[N:29][CH:28]=1.[Li+].C[Si]([N-][Si](C)(C)C)(C)C. The catalyst class is: 1. (5) The catalyst class is: 25. Product: [Br:21][C:22]1[CH:23]=[CH:24][C:25]([N:19]2[CH2:18][CH2:17][C:13]3[N:14]=[CH:15][N:16]=[C:11]([NH:10][CH2:9][C:6]4[CH:7]=[N:8][C:3]([O:2][CH3:1])=[CH:4][CH:5]=4)[C:12]=3[CH2:20]2)=[C:26]([CH:29]=1)[C:27]#[N:28]. Reactant: [CH3:1][O:2][C:3]1[N:8]=[CH:7][C:6]([CH2:9][NH:10][C:11]2[C:12]3[CH2:20][NH:19][CH2:18][CH2:17][C:13]=3[N:14]=[CH:15][N:16]=2)=[CH:5][CH:4]=1.[Br:21][C:22]1[CH:23]=[CH:24][C:25](F)=[C:26]([CH:29]=1)[C:27]#[N:28].C(N(CC)C(C)C)(C)C.C(#N)C. (6) Reactant: [Br:1][C:2]1[C:7]([CH:8]=O)=[CH:6][CH:5]=[CH:4][N:3]=1.Cl.[NH2:11][OH:12].C([O-])(=O)C.[Na+]. Product: [Br:1][C:2]1[C:7]([CH:8]=[N:11][OH:12])=[CH:6][CH:5]=[CH:4][N:3]=1. The catalyst class is: 8.